Dataset: Forward reaction prediction with 1.9M reactions from USPTO patents (1976-2016). Task: Predict the product of the given reaction. Given the reactants [CH3:1][CH:2]([CH3:26])[CH2:3][C:4]([C:6]1[C:7]([C:22](OC)=[O:23])=[CH:8][N:9]([CH2:11][C:12]2[C:21]3[C:16](=[CH:17][CH:18]=[CH:19][CH:20]=3)[CH:15]=[CH:14][CH:13]=2)[CH:10]=1)=O.O.[NH2:28][NH2:29].O, predict the reaction product. The product is: [CH3:1][CH:2]([CH3:26])[CH2:3][C:4]1[C:6]2[C:7](=[CH:8][N:9]([CH2:11][C:12]3[C:21]4[C:16](=[CH:17][CH:18]=[CH:19][CH:20]=4)[CH:15]=[CH:14][CH:13]=3)[CH:10]=2)[C:22](=[O:23])[NH:28][N:29]=1.